This data is from CYP1A2 inhibition data for predicting drug metabolism from PubChem BioAssay. The task is: Regression/Classification. Given a drug SMILES string, predict its absorption, distribution, metabolism, or excretion properties. Task type varies by dataset: regression for continuous measurements (e.g., permeability, clearance, half-life) or binary classification for categorical outcomes (e.g., BBB penetration, CYP inhibition). Dataset: cyp1a2_veith. (1) The molecule is CCCOc1ccc(-c2nc(C#N)c(NCCCn3ccnc3)o2)cc1. The result is 1 (inhibitor). (2) The drug is CO[C@@H]1COC(=O)[C@@H](OCc2ccccc2)/C=C\[C@H](C)[C@@H](OC)COC(=O)[C@H](C)NC(=O)C/C=C\[C@H]1C. The result is 0 (non-inhibitor). (3) The drug is O=[N+]([O-])c1cccnc1N1CCCCC1. The result is 1 (inhibitor).